From a dataset of Full USPTO retrosynthesis dataset with 1.9M reactions from patents (1976-2016). Predict the reactants needed to synthesize the given product. (1) Given the product [Br:1][C:2]1[CH:7]=[C:6]([F:8])[CH:5]=[CH:4][C:3]=1[O:9][CH2:21][O:22][CH3:23], predict the reactants needed to synthesize it. The reactants are: [Br:1][C:2]1[CH:7]=[C:6]([F:8])[CH:5]=[CH:4][C:3]=1[OH:9].C1(C)C=CC(S(O)(=O)=O)=CC=1.[CH3:21][O:22][CH2:23]OC. (2) Given the product [Cl:34][C:15]1[CH:14]=[C:13]([CH:18]=[CH:17][C:16]=1[CH:19]([CH3:33])[C:20]([OH:32])([C:25]1[CH:30]=[CH:29][N:28]=[C:27]([CH3:31])[CH:26]=1)[C:21]([F:23])([F:24])[F:22])[O:12][CH2:11][C:8]1[CH:7]=[CH:6][C:5]([C:4]([OH:35])=[O:3])=[CH:10][CH:9]=1, predict the reactants needed to synthesize it. The reactants are: C([O:3][C:4](=[O:35])[C:5]1[CH:10]=[CH:9][C:8]([CH2:11][O:12][C:13]2[CH:18]=[CH:17][C:16]([CH:19]([CH3:33])[C:20]([OH:32])([C:25]3[CH:30]=[CH:29][N:28]=[C:27]([CH3:31])[CH:26]=3)[C:21]([F:24])([F:23])[F:22])=[C:15]([Cl:34])[CH:14]=2)=[CH:7][CH:6]=1)C.[Li+].[OH-].